From a dataset of Forward reaction prediction with 1.9M reactions from USPTO patents (1976-2016). Predict the product of the given reaction. (1) Given the reactants [NH2:1][C:2]1[CH:7]=[CH:6][C:5]([CH2:8][CH2:9][C:10]2[C:14]3[C:15]([O:19][C@@H:20]4[O:37][C@H:36]([CH2:38][O:39][C:40](=[O:42])[CH3:41])[C@@H:31]([O:32][C:33](=[O:35])[CH3:34])[C@H:26]([O:27][C:28](=[O:30])[CH3:29])[C@H:21]4[O:22][C:23](=[O:25])[CH3:24])=[CH:16][CH:17]=[CH:18][C:13]=3[O:12][CH:11]=2)=[CH:4][CH:3]=1.C[Si]([N:47]=[C:48]=[O:49])(C)C.O.Cl, predict the reaction product. The product is: [C:23]([O:22][C@@H:21]1[C@@H:26]([O:27][C:28](=[O:30])[CH3:29])[C@H:31]([O:32][C:33](=[O:35])[CH3:34])[C@@H:36]([CH2:38][O:39][C:40](=[O:42])[CH3:41])[O:37][C@H:20]1[O:19][C:15]1[C:14]2[C:10]([CH2:9][CH2:8][C:5]3[CH:4]=[CH:3][C:2]([NH:1][C:48]([NH2:47])=[O:49])=[CH:7][CH:6]=3)=[CH:11][O:12][C:13]=2[CH:18]=[CH:17][CH:16]=1)(=[O:25])[CH3:24]. (2) Given the reactants [F:1][C:2]1[CH:3]=[C:4]([CH:8]=[CH:9][C:10]=1[O:11][CH3:12])[C:5]([NH2:7])=[NH:6].C([O:15][C:16]([CH:18]1[CH2:22][CH2:21][N:20]=[C:19]1OCC)=O)C, predict the reaction product. The product is: [F:1][C:2]1[CH:3]=[C:4]([C:5]2[N:7]=[C:16]([OH:15])[C:18]3[CH2:22][CH2:21][NH:20][C:19]=3[N:6]=2)[CH:8]=[CH:9][C:10]=1[O:11][CH3:12].